Task: Predict which catalyst facilitates the given reaction.. Dataset: Catalyst prediction with 721,799 reactions and 888 catalyst types from USPTO Reactant: [F:1][C:2]1[CH:3]=[C:4]([CH:12]=[C:13]([F:17])[C:14]=1[CH:15]=[O:16])[C:5]([O:7][C:8]([CH3:11])([CH3:10])[CH3:9])=[O:6].[BH4-].[Na+]. Product: [F:1][C:2]1[CH:3]=[C:4]([CH:12]=[C:13]([F:17])[C:14]=1[CH2:15][OH:16])[C:5]([O:7][C:8]([CH3:11])([CH3:10])[CH3:9])=[O:6]. The catalyst class is: 5.